This data is from Ames mutagenicity test results for genotoxicity prediction. The task is: Regression/Classification. Given a drug SMILES string, predict its toxicity properties. Task type varies by dataset: regression for continuous values (e.g., LD50, hERG inhibition percentage) or binary classification for toxic/non-toxic outcomes (e.g., AMES mutagenicity, cardiotoxicity, hepatotoxicity). Dataset: ames. The compound is O=[N+]([O-])c1ccc2ccc3cccc4c3c2c1C1OC41. The result is 1 (mutagenic).